Dataset: Catalyst prediction with 721,799 reactions and 888 catalyst types from USPTO. Task: Predict which catalyst facilitates the given reaction. Product: [Cl:35][C:36]1[CH:37]=[CH:38][C:39]([CH2:42][S:43]([NH:34][C@@H:10]2[CH2:9][NH:8][CH2:12][C@H:11]2[CH2:13][N:14]([CH:31]([CH3:32])[CH3:33])[C:15](=[O:30])[C:16]2[CH:21]=[CH:20][C:19]([O:22][CH3:23])=[C:18]([O:24][CH2:25][CH2:26][CH2:27][O:28][CH3:29])[CH:17]=2)(=[O:45])=[O:44])=[CH:40][CH:41]=1. Reactant: C(OC([N:8]1[CH2:12][C@@H:11]([CH2:13][N:14]([CH:31]([CH3:33])[CH3:32])[C:15](=[O:30])[C:16]2[CH:21]=[CH:20][C:19]([O:22][CH3:23])=[C:18]([O:24][CH2:25][CH2:26][CH2:27][O:28][CH3:29])[CH:17]=2)[C@H:10]([NH2:34])[CH2:9]1)=O)(C)(C)C.[Cl:35][C:36]1[CH:41]=[CH:40][C:39]([CH2:42][S:43](Cl)(=[O:45])=[O:44])=[CH:38][CH:37]=1.CC#N.O.CC#N. The catalyst class is: 6.